Dataset: Ames mutagenicity test results for genotoxicity prediction. Task: Regression/Classification. Given a drug SMILES string, predict its toxicity properties. Task type varies by dataset: regression for continuous values (e.g., LD50, hERG inhibition percentage) or binary classification for toxic/non-toxic outcomes (e.g., AMES mutagenicity, cardiotoxicity, hepatotoxicity). Dataset: ames. The compound is CCCCCCCCCCCCCCCCCCN. The result is 0 (non-mutagenic).